This data is from Forward reaction prediction with 1.9M reactions from USPTO patents (1976-2016). The task is: Predict the product of the given reaction. (1) Given the reactants Cl.[NH:2]1[CH2:11][CH2:10][CH2:9][CH2:8][CH:3]1[C:4]([O:6][CH3:7])=[O:5].[N:12]1[CH:17]=[CH:16][CH:15]=[CH:14][C:13]=1[CH:18]=O.C(N(CC)CC)C.C(O[BH-](OC(=O)C)OC(=O)C)(=O)C.[Na+].C(=O)([O-])[O-].[Na+].[Na+], predict the reaction product. The product is: [CH3:7][O:6][C:4]([CH:3]1[CH2:8][CH2:9][CH2:10][CH2:11][N:2]1[CH2:18][C:13]1[CH:14]=[CH:15][CH:16]=[CH:17][N:12]=1)=[O:5]. (2) Given the reactants O.NN.[CH3:4][C:5]1[C:6]([C:11]#[N:12])=[N:7][CH:8]=[CH:9][CH:10]=1.Cl.[C:14]([NH2:17])(=[NH:16])[CH3:15].[S].[N:19]([O-])=O.[Na+], predict the reaction product. The product is: [CH3:15][C:14]1[N:16]=[N:12][C:11]([C:6]2[C:5]([CH3:4])=[CH:10][CH:9]=[CH:8][N:7]=2)=[N:19][N:17]=1. (3) Given the reactants [CH2:1]([C:5]1[N:6]=[N:7][C:8]([O:24][C@@H:25]2[CH2:30][CH2:29][NH:28][CH2:27][C@H:26]2[F:31])=[CH:9][C:10]=1[C:11]1[CH:16]=[CH:15][C:14]([O:17][CH:18]2[CH2:23][CH2:22][CH2:21][CH2:20][CH2:19]2)=[CH:13][CH:12]=1)[CH2:2][CH2:3][CH3:4].C=O.[C:34](O[BH-](OC(=O)C)OC(=O)C)(=O)C.[Na+], predict the reaction product. The product is: [CH2:1]([C:5]1[N:6]=[N:7][C:8]([O:24][C@@H:25]2[CH2:30][CH2:29][N:28]([CH3:34])[CH2:27][C@H:26]2[F:31])=[CH:9][C:10]=1[C:11]1[CH:16]=[CH:15][C:14]([O:17][CH:18]2[CH2:23][CH2:22][CH2:21][CH2:20][CH2:19]2)=[CH:13][CH:12]=1)[CH2:2][CH2:3][CH3:4]. (4) Given the reactants [F:1][C:2]([F:13])([F:12])[C:3]1[CH:4]=[C:5]([CH2:9][C:10]#[N:11])[CH:6]=[CH:7][CH:8]=1.[H-].[Na+].Cl[CH2:17][CH2:18][O:19][CH2:20][CH2:21]Cl, predict the reaction product. The product is: [F:1][C:2]([F:12])([F:13])[C:3]1[CH:4]=[C:5]([C:9]2([C:10]#[N:11])[CH2:21][CH2:20][O:19][CH2:18][CH2:17]2)[CH:6]=[CH:7][CH:8]=1. (5) The product is: [CH3:5][O:6][C:7]1[CH:8]=[CH:9][C:10]2[N:14]([CH3:3])[C:13](=[O:15])[N:12]([CH2:16][C@H:17]3[CH2:22][CH2:21][C@H:20]([C:23]([N:25]4[CH2:30][CH2:29][N:28]([C:31]5[N:32]=[CH:33][CH:34]=[CH:35][N:36]=5)[CH2:27][CH2:26]4)=[O:24])[CH2:19][CH2:18]3)[C:11]=2[CH:37]=1. Given the reactants [H-].[Na+].[CH3:3]I.[CH3:5][O:6][C:7]1[CH:8]=[CH:9][C:10]2[NH:14][C:13](=[O:15])[N:12]([CH2:16][C@H:17]3[CH2:22][CH2:21][C@H:20]([C:23]([N:25]4[CH2:30][CH2:29][N:28]([C:31]5[N:36]=[CH:35][CH:34]=[CH:33][N:32]=5)[CH2:27][CH2:26]4)=[O:24])[CH2:19][CH2:18]3)[C:11]=2[CH:37]=1, predict the reaction product. (6) The product is: [N:55]12[CH2:62][CH2:61][CH:58]([CH2:59][CH2:60]1)[C@@H:57]([O:12][C:11](=[O:13])[CH:10]([C:7]1[CH:6]=[CH:5][C:4]([O:3][CH3:2])=[CH:9][CH:8]=1)[NH:14][C:15]1[CH:20]=[CH:19][CH:18]=[CH:17][CH:16]=1)[CH2:56]2. Given the reactants Cl.[CH3:2][O:3][C:4]1[CH:9]=[CH:8][C:7]([CH:10]([NH:14][C:15]2[CH:20]=[CH:19][CH:18]=[CH:17][CH:16]=2)[C:11]([OH:13])=[O:12])=[CH:6][CH:5]=1.C1CCC(N=C=NC2CCCCC2)CC1.C1C=CC2N(O)N=NC=2C=1.CCN(C(C)C)C(C)C.[N:55]12[CH2:62][CH2:61][CH:58]([CH2:59][CH2:60]1)[C@@H:57](O)[CH2:56]2, predict the reaction product.